Dataset: Catalyst prediction with 721,799 reactions and 888 catalyst types from USPTO. Task: Predict which catalyst facilitates the given reaction. (1) Product: [CH2:6]([O:13][C:14](=[O:46])[N:15]([C@H:25]1[C@@H:26]([CH2:41][C:42]#[CH:43])[N:27]([CH2:30][C:31]2[CH:36]=[CH:35][C:34]([O:37][CH3:38])=[CH:33][C:32]=2[O:39][CH3:40])[C:28]1=[O:29])[CH2:16][C:17]1[CH:18]=[CH:19][C:20]([O:23][CH3:24])=[CH:21][CH:22]=1)[C:7]1[CH:12]=[CH:11][CH:10]=[CH:9][CH:8]=1. The catalyst class is: 1. Reactant: C([Li])(C)(C)C.[CH2:6]([O:13][C:14](=[O:46])[N:15]([C@@H:25]1[C:28](=[O:29])[N:27]([CH2:30][C:31]2[CH:36]=[CH:35][C:34]([O:37][CH3:38])=[CH:33][C:32]=2[O:39][CH3:40])[C@@H:26]1[CH2:41][CH:42]=[C:43](Br)Br)[CH2:16][C:17]1[CH:22]=[CH:21][C:20]([O:23][CH3:24])=[CH:19][CH:18]=1)[C:7]1[CH:12]=[CH:11][CH:10]=[CH:9][CH:8]=1. (2) Reactant: Cl.Cl.[CH2:3]([N:6]([CH2:23][CH2:24][NH2:25])[C:7]([CH:9]1[CH2:14][CH2:13][N:12]([C:15]2[CH:20]=[CH:19][C:18](=[O:21])[N:17]([CH3:22])[N:16]=2)[CH2:11][CH2:10]1)=[O:8])[CH:4]=[CH2:5].[C:26]1([S:32]([N:35]2[C:43]3[C:38](=[CH:39][CH:40]=[C:41]([S:44](Cl)(=[O:46])=[O:45])[CH:42]=3)[C:37]([Cl:48])=[CH:36]2)(=[O:34])=[O:33])[CH:31]=[CH:30][CH:29]=[CH:28][CH:27]=1.C(N(CC)C(C)C)(C)C.S([O-])(O)(=O)=O.[K+].C(=O)([O-])O.[Na+]. Product: [CH2:3]([N:6]([CH2:23][CH2:24][NH:25][S:44]([C:41]1[CH:42]=[C:43]2[C:38]([C:37]([Cl:48])=[CH:36][N:35]2[S:32]([C:26]2[CH:31]=[CH:30][CH:29]=[CH:28][CH:27]=2)(=[O:34])=[O:33])=[CH:39][CH:40]=1)(=[O:45])=[O:46])[C:7]([CH:9]1[CH2:14][CH2:13][N:12]([C:15]2[CH:20]=[CH:19][C:18](=[O:21])[N:17]([CH3:22])[N:16]=2)[CH2:11][CH2:10]1)=[O:8])[CH:4]=[CH2:5]. The catalyst class is: 46. (3) Reactant: [F:1][C:2]1[CH:7]=[N:6][C:5]([N:8]2[CH:12]=[CH:11][N:10]=[N:9]2)=[C:4]2[NH:13][CH:14]=[C:15]([C:16](=[O:20])[C:17]([OH:19])=O)[C:3]=12.[C:21]1([C:27]([N:33]2[CH2:38][CH2:37][NH:36][CH2:35][CH2:34]2)=[C:28]([C:31]#[N:32])[C:29]#[N:30])[CH:26]=[CH:25][CH:24]=[CH:23][CH:22]=1.C(OP(ON1C(=O)C2C=CC=CC=2N=N1)(OCC)=O)C.CCN(C(C)C)C(C)C. Product: [F:1][C:2]1[CH:7]=[N:6][C:5]([N:8]2[CH:12]=[CH:11][N:10]=[N:9]2)=[C:4]2[NH:13][CH:14]=[C:15]([C:16](=[O:20])[C:17]([N:36]3[CH2:35][CH2:34][N:33]([C:27]([C:21]4[CH:26]=[CH:25][CH:24]=[CH:23][CH:22]=4)=[C:28]([C:31]#[N:32])[C:29]#[N:30])[CH2:38][CH2:37]3)=[O:19])[C:3]=12. The catalyst class is: 3. (4) Reactant: [CH3:1][O:2][C:3](=[O:18])[CH:4]([C:9]1[CH:14]=[CH:13][CH:12]=[CH:11][C:10]=1[N+:15]([O-])=O)[CH2:5][C:6](=O)[CH3:7]. The catalyst class is: 63. Product: [CH3:1][O:2][C:3]([C@H:4]1[C:9]2[C:10](=[CH:11][CH:12]=[CH:13][CH:14]=2)[NH:15][C@@H:6]([CH3:7])[CH2:5]1)=[O:18].